From a dataset of Full USPTO retrosynthesis dataset with 1.9M reactions from patents (1976-2016). Predict the reactants needed to synthesize the given product. Given the product [Cl:17][C:14]1[CH:13]=[CH:12][C:11]([CH2:10][CH2:9][O:8][C:5]2[N:6]=[N:7][C:2]([C:34]3[CH:33]=[C:32]([Cl:31])[C:37]([O:38][CH3:39])=[C:36]([Cl:40])[CH:35]=3)=[CH:3][C:4]=2[N:18]2[CH2:19][CH2:20][N:21]([C:24]([O:26][C:27]([CH3:29])([CH3:28])[CH3:30])=[O:25])[CH2:22][CH2:23]2)=[CH:16][CH:15]=1, predict the reactants needed to synthesize it. The reactants are: Cl[C:2]1[N:7]=[N:6][C:5]([O:8][CH2:9][CH2:10][C:11]2[CH:16]=[CH:15][C:14]([Cl:17])=[CH:13][CH:12]=2)=[C:4]([N:18]2[CH2:23][CH2:22][N:21]([C:24]([O:26][C:27]([CH3:30])([CH3:29])[CH3:28])=[O:25])[CH2:20][CH2:19]2)[CH:3]=1.[Cl:31][C:32]1[CH:33]=[C:34](B2OC(C)(C)C(C)(C)O2)[CH:35]=[C:36]([Cl:40])[C:37]=1[O:38][CH3:39].C(=O)([O-])[O-].[Na+].[Na+].